Predict the reaction yield, written as a fraction of the theoretical maximum amount of product (1.0 means a 100% yield; for example, 0.34 means a 34% yield). From a dataset of Reaction yield outcomes from USPTO patents with 853,638 reactions. The reactants are [CH:1]12[CH2:8][CH2:7][CH:4]([CH2:5][CH2:6]1)[C:3](=[O:9])[NH:2]2.Cl[C:11]1[CH:16]=[CH:15][CH:14]=[CH:13][N:12]=1.C([O-])([O-])=O.[Cs+].[Cs+].CC1(C)C2C(=C(P(C3C=CC=CC=3)C3C=CC=CC=3)C=CC=2)OC2C(P(C3C=CC=CC=3)C3C=CC=CC=3)=CC=CC1=2. The catalyst is O1CCOCC1.C1C=CC([P]([Pd]([P](C2C=CC=CC=2)(C2C=CC=CC=2)C2C=CC=CC=2)([P](C2C=CC=CC=2)(C2C=CC=CC=2)C2C=CC=CC=2)[P](C2C=CC=CC=2)(C2C=CC=CC=2)C2C=CC=CC=2)(C2C=CC=CC=2)C2C=CC=CC=2)=CC=1. The product is [N:12]1[CH:13]=[CH:14][CH:15]=[CH:16][C:11]=1[N:2]1[C:3](=[O:9])[CH:4]2[CH2:7][CH2:8][CH:1]1[CH2:6][CH2:5]2. The yield is 0.619.